Dataset: Reaction yield outcomes from USPTO patents with 853,638 reactions. Task: Predict the reaction yield, written as a fraction of the theoretical maximum amount of product (1.0 means a 100% yield; for example, 0.34 means a 34% yield). The reactants are [F:1][C:2]1[CH:7]=[CH:6][C:5]([S:8](Cl)(=[O:10])=[O:9])=[CH:4][C:3]=1[N+:12]([O-:14])=[O:13].C[CH2:16][N:17](CC)CC.CN.Cl. The catalyst is C1COCC1.O.O.CCOC(C)=O. The product is [F:1][C:2]1[CH:7]=[CH:6][C:5]([S:8]([NH:17][CH3:16])(=[O:10])=[O:9])=[CH:4][C:3]=1[N+:12]([O-:14])=[O:13]. The yield is 0.900.